The task is: Predict the product of the given reaction.. This data is from Forward reaction prediction with 1.9M reactions from USPTO patents (1976-2016). (1) Given the reactants [Br:1][C:2]1[C:3](=[O:16])[N:4]([CH:10]2[CH2:15][CH2:14][CH2:13][CH2:12][CH2:11]2)[N:5]([CH3:9])[C:6]=1[CH2:7]Br.[Cl:17][C:18]1[CH:19]=[CH:20][C:21]([CH3:30])=[C:22]([N:24]2[CH2:29][CH2:28][NH:27][CH2:26][CH2:25]2)[CH:23]=1.C(=O)([O-])[O-].[K+].[K+], predict the reaction product. The product is: [Br:1][C:2]1[C:3](=[O:16])[N:4]([CH:10]2[CH2:15][CH2:14][CH2:13][CH2:12][CH2:11]2)[N:5]([CH3:9])[C:6]=1[CH2:7][N:27]1[CH2:26][CH2:25][N:24]([C:22]2[CH:23]=[C:18]([Cl:17])[CH:19]=[CH:20][C:21]=2[CH3:30])[CH2:29][CH2:28]1. (2) Given the reactants C(=O)([O-])[O-].[K+].[K+].[Cl:7][C:8]1[CH:13]=[CH:12][C:11]([C:14]2[N:15]([CH:20]3[CH2:22][CH2:21]3)[C:16](=[O:19])[NH:17][N:18]=2)=[CH:10][CH:9]=1.Cl[CH2:24][C:25]([O:27][CH2:28][CH3:29])=[O:26], predict the reaction product. The product is: [CH2:28]([O:27][C:25](=[O:26])[CH2:24][N:17]1[C:16](=[O:19])[N:15]([CH:20]2[CH2:22][CH2:21]2)[C:14]([C:11]2[CH:10]=[CH:9][C:8]([Cl:7])=[CH:13][CH:12]=2)=[N:18]1)[CH3:29]. (3) Given the reactants [C:1]1([N:7]=[N:8][C:9]2[CH:14]=[CH:13][C:12]([O:15][CH2:16][CH2:17][CH2:18][CH2:19][CH2:20][CH2:21][CH2:22][CH2:23][CH2:24][CH2:25][C:26]([NH2:28])=O)=[CH:11][CH:10]=2)[CH:6]=[CH:5][CH:4]=[CH:3][CH:2]=1.[H-].[Li+].[Al+3].[H-].[H-].[H-].C(OCC)C, predict the reaction product. The product is: [C:9]1([N:8]=[N:7][C:1]2[CH:6]=[CH:5][CH:4]=[CH:3][CH:2]=2)[CH:10]=[CH:11][CH:12]=[CH:13][CH:14]=1.[NH2:28][CH2:26][CH2:25][CH2:24][CH2:23][CH2:22][CH2:21][CH2:20][CH2:19][CH2:18][CH2:17][CH2:16][O:15][C:12]1[CH:11]=[CH:10][C:9]([N:8]=[N:7][C:1]2[CH:6]=[CH:5][CH:4]=[CH:3][CH:2]=2)=[CH:14][CH:13]=1. (4) Given the reactants [NH2:1][C:2]1[N:7]=[C:6]([N:8]2[CH2:32][CH2:31][C:11]3([CH2:15][N:14]([C:16]([O:18][CH2:19][C:20]4[CH:25]=[CH:24][CH:23]=[CH:22][CH:21]=4)=[O:17])[C@H:13]([C:26]([O:28][CH2:29][CH3:30])=[O:27])[CH2:12]3)[CH2:10][CH2:9]2)[CH:5]=[C:4]([O:33][C@H:34]([C:39]2[CH:44]=[CH:43][C:42](Br)=[CH:41][C:40]=2[N:46]2[CH:50]=[CH:49][C:48]([CH3:51])=[N:47]2)[C:35]([F:38])([F:37])[F:36])[N:3]=1.CCN(CC)CC.CN([CH:62]=[O:63])C, predict the reaction product. The product is: [NH2:1][C:2]1[N:7]=[C:6]([N:8]2[CH2:32][CH2:31][C:11]3([CH2:15][N:14]([C:16]([O:18][CH2:19][C:20]4[CH:25]=[CH:24][CH:23]=[CH:22][CH:21]=4)=[O:17])[C@H:13]([C:26]([O:28][CH2:29][CH3:30])=[O:27])[CH2:12]3)[CH2:10][CH2:9]2)[CH:5]=[C:4]([O:33][C@H:34]([C:39]2[CH:44]=[CH:43][C:42]([CH:62]=[O:63])=[CH:41][C:40]=2[N:46]2[CH:50]=[CH:49][C:48]([CH3:51])=[N:47]2)[C:35]([F:38])([F:37])[F:36])[N:3]=1. (5) Given the reactants [CH3:1][Si](C=[N+]=[N-])(C)C.[C:8]([C:10]1[CH:15]=[CH:14][C:13]([N:16]2[CH2:21][CH2:20][CH:19]([C:22]([OH:24])=[O:23])[CH2:18][CH2:17]2)=[CH:12][CH:11]=1)#[N:9].C(O)(=O)C, predict the reaction product. The product is: [C:8]([C:10]1[CH:11]=[CH:12][C:13]([N:16]2[CH2:17][CH2:18][CH:19]([C:22]([O:24][CH3:1])=[O:23])[CH2:20][CH2:21]2)=[CH:14][CH:15]=1)#[N:9].